This data is from Forward reaction prediction with 1.9M reactions from USPTO patents (1976-2016). The task is: Predict the product of the given reaction. (1) Given the reactants N#[C:2]Br.CC(N[C@H]1[C@H](O)O[C@H]([O:15][S:16]([OH:19])(=O)=[O:17])[C@H](O)[C@@H]1O[C@@H]1O[C@H](C(O)=O)[C@@H](O)[C@H](O)[C@H]1O)=O.[OH-].[Na+].C1C(N)=CC2C(O[C:46]3([C:56]4C=CC(O)=CC=4[O:54][C:48]4[CH:49]=[C:50](O)[CH:51]=[CH:52][C:47]3=4)[C:38]=2C=1)=O, predict the reaction product. The product is: [CH3:56][C:46]1([CH3:38])[C:47]2([CH2:2][S:16]([OH:19])(=[O:17])=[O:15])[C:48]([CH2:49][CH:50]1[CH2:51][CH2:52]2)=[O:54]. (2) Given the reactants [OH:1][C:2]1[CH:7]=[CH:6][C:5]([C:8]([C:10]2[CH:15]=[CH:14][C:13]([OH:16])=[CH:12][CH:11]=2)=O)=[CH:4][CH:3]=1.[F:17][C:18]([F:36])([F:35])[S:19]([O:22][C:23]1[CH:28]=[CH:27][C:26]([C:29](=O)[CH2:30][CH3:31])=[CH:25][C:24]=1[O:33][CH3:34])(=[O:21])=[O:20], predict the reaction product. The product is: [F:35][C:18]([F:17])([F:36])[S:19]([O:22][C:23]1[CH:28]=[CH:27][C:26]([C:29]([CH2:30][CH3:31])=[C:8]([C:10]2[CH:15]=[CH:14][C:13]([OH:16])=[CH:12][CH:11]=2)[C:5]2[CH:6]=[CH:7][C:2]([OH:1])=[CH:3][CH:4]=2)=[CH:25][C:24]=1[O:33][CH3:34])(=[O:20])=[O:21]. (3) Given the reactants [Cl:1][C:2]1[CH:10]=[CH:9][C:8]([C:11]([F:14])([F:13])[F:12])=[CH:7][C:3]=1[C:4]([OH:6])=[O:5].S(=O)(=O)(O)O.[N+:20]([O-])([OH:22])=[O:21], predict the reaction product. The product is: [Cl:1][C:2]1[C:10]([N+:20]([O-:22])=[O:21])=[CH:9][C:8]([C:11]([F:12])([F:13])[F:14])=[CH:7][C:3]=1[C:4]([OH:6])=[O:5].